This data is from Full USPTO retrosynthesis dataset with 1.9M reactions from patents (1976-2016). The task is: Predict the reactants needed to synthesize the given product. (1) Given the product [F:1][C:2]1[CH:10]=[C:9]2[C:5]([C:6]([I:11])=[N:7][N:8]2[CH2:13][CH2:14][CH2:15][NH:16][C:17](=[O:20])[O:18][CH3:19])=[CH:4][CH:3]=1, predict the reactants needed to synthesize it. The reactants are: [F:1][C:2]1[CH:10]=[C:9]2[C:5]([C:6]([I:11])=[N:7][NH:8]2)=[CH:4][CH:3]=1.Br[CH2:13][CH2:14][CH2:15][NH:16][C:17](=[O:20])[O:18][CH3:19].C(=O)([O-])[O-].[K+].[K+].C(OCC)(=O)C. (2) Given the product [CH3:1][CH:2]([CH3:15])[CH2:3][CH2:4][NH:5][C:6]([C:8]1[N:9]=[N:10][C:11]([N:16]2[CH2:21][CH2:20][NH:19][CH2:18][CH2:17]2)=[CH:12][CH:13]=1)=[O:7], predict the reactants needed to synthesize it. The reactants are: [CH3:1][CH:2]([CH3:15])[CH2:3][CH2:4][NH:5][C:6]([C:8]1[N:9]=[N:10][C:11](Cl)=[CH:12][CH:13]=1)=[O:7].[NH:16]1[CH2:21][CH2:20][NH:19][CH2:18][CH2:17]1. (3) Given the product [C:1]([O:5][C:6]([N:8]1[CH2:13][CH2:12][CH:11]([N:14]2[CH:15]([CH2:18][C:19]3[CH:20]=[CH:21][C:22]([Cl:25])=[CH:23][CH:24]=3)[CH2:16][O:17][C:33]2=[O:34])[CH2:10][CH2:9]1)=[O:7])([CH3:4])([CH3:2])[CH3:3], predict the reactants needed to synthesize it. The reactants are: [C:1]([O:5][C:6]([N:8]1[CH2:13][CH2:12][CH:11]([NH:14][CH:15]([CH2:18][C:19]2[CH:24]=[CH:23][C:22]([Cl:25])=[CH:21][CH:20]=2)[CH2:16][OH:17])[CH2:10][CH2:9]1)=[O:7])([CH3:4])([CH3:3])[CH3:2].C(N(CC)CC)C.[C:33](C1NC=CN=1)(C1NC=CN=1)=[O:34]. (4) Given the product [C:1]([O:5][C:6](=[O:15])[NH:7][C:8]1[C:13]([I:21])=[CH:12][CH:11]=[CH:10][C:9]=1[F:14])([CH3:4])([CH3:2])[CH3:3], predict the reactants needed to synthesize it. The reactants are: [C:1]([O:5][C:6](=[O:15])[NH:7][C:8]1[CH:13]=[CH:12][CH:11]=[CH:10][C:9]=1[F:14])([CH3:4])([CH3:3])[CH3:2].C([Li])(C)(C)C.[I:21]I.[Cl-].[NH4+]. (5) Given the product [Si:11]([O:10][CH2:9][C@@H:8]([N:28]1[C:32](=[O:34])[CH2:31][NH:30][C:29]1=[S:37])[C:5]1[CH:4]=[CH:3][C:2]([F:1])=[CH:7][CH:6]=1)([C:12]([CH3:15])([CH3:14])[CH3:13])([C:22]1[CH:27]=[CH:26][CH:25]=[CH:24][CH:23]=1)[C:16]1[CH:21]=[CH:20][CH:19]=[CH:18][CH:17]=1, predict the reactants needed to synthesize it. The reactants are: [F:1][C:2]1[CH:7]=[CH:6][C:5]([C@H:8]([NH:28][C:29](=[S:37])[NH:30][CH2:31][C:32]([O:34]CC)=O)[CH2:9][O:10][Si:11]([C:22]2[CH:27]=[CH:26][CH:25]=[CH:24][CH:23]=2)([C:16]2[CH:21]=[CH:20][CH:19]=[CH:18][CH:17]=2)[C:12]([CH3:15])([CH3:14])[CH3:13])=[CH:4][CH:3]=1.C(O[K])(C)(C)C.O. (6) Given the product [F:12][C:5]1[CH:4]=[C:3]2[C:2]([NH:1][C:23](=[O:29])[C:24](=[O:25])[N:13]2[CH2:14][C:15]2[CH:16]=[CH:17][C:18]([O:21][CH3:22])=[CH:19][CH:20]=2)=[CH:11][C:6]=1[C:7]([O:9][CH3:10])=[O:8], predict the reactants needed to synthesize it. The reactants are: [NH2:1][C:2]1[C:3]([NH:13][CH2:14][C:15]2[CH:20]=[CH:19][C:18]([O:21][CH3:22])=[CH:17][CH:16]=2)=[CH:4][C:5]([F:12])=[C:6]([CH:11]=1)[C:7]([O:9][CH3:10])=[O:8].[C:23](OCC)(=[O:29])[C:24](OCC)=[O:25]. (7) The reactants are: C(Cl)Cl.I[C:5]1[CH:6]=[C:7]([CH:10]=[CH:11][CH:12]=1)[C:8]#[N:9].C[O:14][C:15]1[CH:20]=[CH:19][C:18](B(O)O)=[CH:17][CH:16]=1.[F-].[Cs+]. Given the product [C:8]([C:7]1[CH:6]=[C:5]([C:18]2[CH:19]=[CH:20][C:15]([OH:14])=[CH:16][CH:17]=2)[CH:12]=[CH:11][CH:10]=1)#[N:9], predict the reactants needed to synthesize it.